From a dataset of Reaction yield outcomes from USPTO patents with 853,638 reactions. Predict the reaction yield, written as a fraction of the theoretical maximum amount of product (1.0 means a 100% yield; for example, 0.34 means a 34% yield). (1) The reactants are Br[C:2]1[CH:3]=[N:4][N:5]([C:7]([C:24]2[CH:29]=[CH:28][C:27]([O:30][CH3:31])=[CH:26][CH:25]=2)([C:16]2[CH:21]=[CH:20][C:19]([O:22][CH3:23])=[CH:18][CH:17]=2)[C:8]2[CH:13]=[CH:12][C:11]([O:14][CH3:15])=[CH:10][CH:9]=2)[CH:6]=1.[CH:32]([C:34]1[CH:39]=[CH:38][C:37](B(O)O)=[CH:36][CH:35]=1)=[O:33].C([O-])([O-])=O.[K+].[K+]. The catalyst is COCCOC.O.C1C=CC([P]([Pd]([P](C2C=CC=CC=2)(C2C=CC=CC=2)C2C=CC=CC=2)([P](C2C=CC=CC=2)(C2C=CC=CC=2)C2C=CC=CC=2)[P](C2C=CC=CC=2)(C2C=CC=CC=2)C2C=CC=CC=2)(C2C=CC=CC=2)C2C=CC=CC=2)=CC=1. The product is [CH3:15][O:14][C:11]1[CH:12]=[CH:13][C:8]([C:7]([C:24]2[CH:29]=[CH:28][C:27]([O:30][CH3:31])=[CH:26][CH:25]=2)([C:16]2[CH:21]=[CH:20][C:19]([O:22][CH3:23])=[CH:18][CH:17]=2)[N:5]2[CH:6]=[C:2]([C:37]3[CH:38]=[CH:39][C:34]([CH:32]=[O:33])=[CH:35][CH:36]=3)[CH:3]=[N:4]2)=[CH:9][CH:10]=1. The yield is 0.330. (2) The reactants are Cl.[Br:2][C:3]1[CH:4]=[C:5]([C:8]2[N:12]=[C:11]([C@H:13]3[CH2:18][CH2:17][CH2:16][NH:15][CH2:14]3)[O:10][N:9]=2)[NH:6][CH:7]=1.[F:19][C:20]1[CH:21]=[N:22][CH:23]=[CH:24][C:25]=1[C:26](O)=[O:27]. No catalyst specified. The product is [Br:2][C:3]1[CH:4]=[C:5]([C:8]2[N:12]=[C:11]([C@H:13]3[CH2:18][CH2:17][CH2:16][N:15]([C:26]([C:25]4[CH:24]=[CH:23][N:22]=[CH:21][C:20]=4[F:19])=[O:27])[CH2:14]3)[O:10][N:9]=2)[NH:6][CH:7]=1. The yield is 0.600. (3) The reactants are [CH3:1][O:2][C:3]1[N:4](C2CCCCO2)[C:5]2[C:10]([N:11]=1)=[C:9]([NH2:12])[N:8]=[C:7]([NH:13][CH2:14][CH2:15][O:16][CH3:17])[N:6]=2.[F:24][C:25]([F:30])([F:29])[C:26]([OH:28])=[O:27].CO.C(Cl)(Cl)Cl. The catalyst is CO. The product is [F:24][C:25]([F:30])([F:29])[C:26]([OH:28])=[O:27].[CH3:1][O:2][C:3]1[NH:11][C:10]2[C:5](=[N:6][C:7]([NH:13][CH2:14][CH2:15][O:16][CH3:17])=[N:8][C:9]=2[NH2:12])[N:4]=1. The yield is 0.710.